This data is from Reaction yield outcomes from USPTO patents with 853,638 reactions. The task is: Predict the reaction yield, written as a fraction of the theoretical maximum amount of product (1.0 means a 100% yield; for example, 0.34 means a 34% yield). (1) The reactants are [Br:1][C:2]1[C:3](F)=[C:4]2[C:10]([NH:11][C:12]([C:14]3[CH:19]=[CH:18][C:17](=[O:20])[N:16]([CH3:21])[CH:15]=3)=[O:13])=[CH:9][NH:8][C:5]2=[N:6][CH:7]=1.[CH3:23][N:24]([C@@H:32]1[CH2:37][CH2:36][CH2:35][NH:34][CH2:33]1)[C:25](=[O:31])[O:26][C:27]([CH3:30])([CH3:29])[CH3:28].CCN(C(C)C)C(C)C.[CH3:47][C:48]([O:51][C:52](O[C:52]([O:51][C:48]([CH3:50])([CH3:49])[CH3:47])=[O:53])=[O:53])([CH3:50])[CH3:49]. The catalyst is CCCCO.C(OCC)(=O)C. The product is [Br:1][C:2]1[C:3]([N:34]2[CH2:35][CH2:36][CH2:37][C@@H:32]([N:24]([C:25]([O:26][C:27]([CH3:30])([CH3:28])[CH3:29])=[O:31])[CH3:23])[CH2:33]2)=[C:4]2[C:10]([NH:11][C:12]([C:14]3[CH:19]=[CH:18][C:17](=[O:20])[N:16]([CH3:21])[CH:15]=3)=[O:13])=[CH:9][N:8]([C:52]([O:51][C:48]([CH3:50])([CH3:49])[CH3:47])=[O:53])[C:5]2=[N:6][CH:7]=1. The yield is 0.150. (2) The reactants are O[CH2:2][CH:3]([C:7]1[S:8][C:9]([C:12]2[C:13]3[CH:20]=[CH:19][N:18](COCC[Si](C)(C)C)[C:14]=3[N:15]=[CH:16][N:17]=2)=[CH:10][N:11]=1)[CH2:4][C:5]#[N:6].CS(Cl)(=O)=O.[C-:34]#[N:35].[Na+]. The catalyst is C(Cl)Cl.O. The product is [N:15]1[C:14]2[NH:18][CH:19]=[CH:20][C:13]=2[C:12]([C:9]2[S:8][C:7]([CH:3]([CH2:2][C:34]#[N:35])[CH2:4][C:5]#[N:6])=[N:11][CH:10]=2)=[N:17][CH:16]=1. The yield is 0.0700. (3) The reactants are C1(C)C(S([N:10]2[CH:14]=[CH:13][CH:12]=[C:11]2[C:15](=[O:30])[C:16]2[CH:21]=[CH:20][C:19]([CH2:22][NH:23]C(=O)C(F)(F)F)=[CH:18][CH:17]=2)(=O)=O)=CC=CC=1.[OH-].[K+]. The catalyst is CCO. The product is [NH2:23][CH2:22][C:19]1[CH:18]=[CH:17][C:16]([C:15]([C:11]2[NH:10][CH:14]=[CH:13][CH:12]=2)=[O:30])=[CH:21][CH:20]=1. The yield is 0.860. (4) The reactants are [CH3:1][S:2]([CH2:5][C:6]([OH:8])=O)(=[O:4])=[O:3].O=C1N(P(Cl)(N2CCOC2=O)=O)CCO1.C(N(CC)CC)C.[Br:31][C:32]1[C:33]([F:42])=[C:34]2[C:40]([NH2:41])=[CH:39][NH:38][C:35]2=[N:36][CH:37]=1.C([O-])([O-])=O.[Na+].[Na+]. The catalyst is C(Cl)Cl. The product is [Br:31][C:32]1[C:33]([F:42])=[C:34]2[C:40]([NH:41][C:6](=[O:8])[CH2:5][S:2]([CH3:1])(=[O:4])=[O:3])=[CH:39][NH:38][C:35]2=[N:36][CH:37]=1. The yield is 0.661. (5) The reactants are [CH3:1][O:2][C:3]1[CH:4]=[CH:5][C:6]2[O:10][C:9]([CH:11]([NH:18][C:19]3[CH:24]=[CH:23][C:22]([C:25]([N:27]([CH3:35])[CH2:28][CH2:29][C:30]([O:32]CC)=[O:31])=[O:26])=[CH:21][CH:20]=3)[C:12]3[CH:17]=[CH:16][CH:15]=[CH:14][CH:13]=3)=[C:8]([CH3:36])[C:7]=2[CH:37]=1.O1CCCC1.[OH-].[Na+]. The catalyst is C(O)C. The product is [CH3:1][O:2][C:3]1[CH:4]=[CH:5][C:6]2[O:10][C:9]([CH:11]([NH:18][C:19]3[CH:24]=[CH:23][C:22]([C:25]([N:27]([CH3:35])[CH2:28][CH2:29][C:30]([OH:32])=[O:31])=[O:26])=[CH:21][CH:20]=3)[C:12]3[CH:13]=[CH:14][CH:15]=[CH:16][CH:17]=3)=[C:8]([CH3:36])[C:7]=2[CH:37]=1. The yield is 0.900. (6) The reactants are [CH3:1][O:2][C:3]1[CH:8]=[CH:7][C:6]([C@@:9]23[C:18](=[O:19])[CH2:17][CH2:16][CH2:15][C@H:14]2[C@H:13]([CH3:20])[C:12]2([O:24][CH2:23][CH2:22][O:21]2)[CH2:11][CH2:10]3)=[CH:5][CH:4]=1.[C:25](=O)([O:28]C)[O:26][CH3:27].[H-].[Na+].[H-].[K+]. The catalyst is O1CCCC1.C(OCC)(=O)C.C(O)(=O)C. The product is [CH3:1][O:2][C:3]1[CH:8]=[CH:7][C:6]([C@@:9]23[C:18](=[O:19])[CH:17]([C:25]([O:26][CH3:27])=[O:28])[CH2:16][CH2:15][C@H:14]2[C@H:13]([CH3:20])[C:12]2([O:21][CH2:22][CH2:23][O:24]2)[CH2:11][CH2:10]3)=[CH:5][CH:4]=1. The yield is 0.690. (7) The reactants are [Cl:1][C:2]1[C:3]2[CH:12]=[CH:11][CH:10]=[CH:9][C:4]=2[S:5][C:6]=1[CH2:7][OH:8].C[N+]1([O-])CCOCC1. The catalyst is C(Cl)Cl.CCC[N+](CCC)(CCC)CCC.[O-][Ru](=O)(=O)=O. The product is [Cl:1][C:2]1[C:3]2[CH:12]=[CH:11][CH:10]=[CH:9][C:4]=2[S:5][C:6]=1[CH:7]=[O:8]. The yield is 0.840. (8) The reactants are [OH:1][CH:2]([C:5]1[CH:6]=[CH:7][CH:8]=[C:9]2[C:14]=1[N:13]([CH3:15])[C:12](=[O:16])[CH:11]=[CH:10]2)[CH2:3][OH:4].C(N(CC)CC)C.[CH3:24][C:25]1[CH:30]=[CH:29][C:28]([S:31](Cl)(=[O:33])=[O:32])=[CH:27][CH:26]=1. The catalyst is ClCCl.O1CCCC1.CN(C=O)C.C([Sn](CCCC)=O)CCC. The product is [CH3:24][C:25]1[CH:30]=[CH:29][C:28]([S:31]([O:4][CH2:3][CH:2]([OH:1])[C:5]2[CH:6]=[CH:7][CH:8]=[C:9]3[C:14]=2[N:13]([CH3:15])[C:12](=[O:16])[CH:11]=[CH:10]3)(=[O:33])=[O:32])=[CH:27][CH:26]=1. The yield is 1.00.